This data is from Reaction yield outcomes from USPTO patents with 853,638 reactions. The task is: Predict the reaction yield, written as a fraction of the theoretical maximum amount of product (1.0 means a 100% yield; for example, 0.34 means a 34% yield). (1) The reactants are [Cl:1][C:2]1[CH:7]=[C:6]([Cl:8])[CH:5]=[CH:4][C:3]=1[C:9]1[C:10]([C:23]#[N:24])=[C:11]([NH:18][CH2:19][CH:20]([CH3:22])[CH3:21])[C:12]2[N:13]([CH:15]=[CH:16][N:17]=2)[CH:14]=1.B.C1COCC1.Cl. The catalyst is C1COCC1.O1CCOCC1.CO. The product is [NH2:24][CH2:23][C:10]1[C:9]([C:3]2[CH:4]=[CH:5][C:6]([Cl:8])=[CH:7][C:2]=2[Cl:1])=[CH:14][N:13]2[CH:15]=[CH:16][N:17]=[C:12]2[C:11]=1[NH:18][CH2:19][CH:20]([CH3:22])[CH3:21]. The yield is 0.240. (2) The reactants are [CH3:1][NH:2][N:3]=[CH:4][C:5](=[O:7])[CH3:6].[Cl:8][C:9]1[CH:10]=[C:11]([C:16](=O)[CH:17]=[O:18])[CH:12]=[CH:13][C:14]=1[Cl:15]. The catalyst is C(O)(=O)C. The product is [Cl:8][C:9]1[CH:10]=[C:11]([C:16]2[N:2]([CH3:1])[N:3]=[C:4]([C:5](=[O:7])[CH3:6])[C:17]=2[OH:18])[CH:12]=[CH:13][C:14]=1[Cl:15]. The yield is 0.130. (3) The yield is 0.140. The product is [CH3:26][O:25][C:22]1[CH:23]=[CH:24][C:19]([CH2:18][C:17]([NH:16][C:13]2[CH:12]=[CH:11][C:10]([C:9]([N:8]([CH2:7][C:6]([OH:5])=[O:43])[CH2:33][C:34]3[CH:35]=[CH:36][C:37]([C:38]4[O:39][N:69]=[C:61]([C:62]5[CH:67]=[CH:66][C:65]([CH3:68])=[CH:64][CH:63]=5)[N:60]=4)=[CH:41][CH:42]=3)=[O:32])=[CH:15][CH:14]=2)=[O:31])=[C:20]([C:27]([F:29])([F:28])[F:30])[CH:21]=1. The reactants are C([O:5][C:6](=[O:43])[CH2:7][N:8]([CH2:33][C:34]1[CH:42]=[CH:41][C:37]([C:38](O)=[O:39])=[CH:36][CH:35]=1)[C:9](=[O:32])[C:10]1[CH:15]=[CH:14][C:13]([NH:16][C:17](=[O:31])[CH2:18][C:19]2[CH:24]=[CH:23][C:22]([O:25][CH3:26])=[CH:21][C:20]=2[C:27]([F:30])([F:29])[F:28])=[CH:12][CH:11]=1)(C)(C)C.CN1CCOCC1.ClC(OCC(C)C)=O.O[NH:60][C:61](=[NH:69])[C:62]1[CH:67]=[CH:66][C:65]([CH3:68])=[CH:64][CH:63]=1. The catalyst is O1CCOCC1.CN(C=O)C.C(Cl)Cl.